From a dataset of Peptide-MHC class I binding affinity with 185,985 pairs from IEDB/IMGT. Regression. Given a peptide amino acid sequence and an MHC pseudo amino acid sequence, predict their binding affinity value. This is MHC class I binding data. (1) The peptide sequence is KTDFGFYQVK. The MHC is HLA-A11:01 with pseudo-sequence HLA-A11:01. The binding affinity (normalized) is 0.628. (2) The peptide sequence is PPYCTIAPVGI. The MHC is HLA-B53:01 with pseudo-sequence HLA-B53:01. The binding affinity (normalized) is 0. (3) The peptide sequence is ESAERLKAY. The MHC is HLA-B15:01 with pseudo-sequence HLA-B15:01. The binding affinity (normalized) is 0.233.